From a dataset of Catalyst prediction with 721,799 reactions and 888 catalyst types from USPTO. Predict which catalyst facilitates the given reaction. (1) Reactant: C[O:2][C:3](=[O:12])[C:4]1[CH:9]=[C:8]([F:10])[C:7]([CH3:11])=[N:6][CH:5]=1.CO.[OH-].[Na+]. Product: [F:10][C:8]1[C:7]([CH3:11])=[N:6][CH:5]=[C:4]([CH:9]=1)[C:3]([OH:12])=[O:2]. The catalyst class is: 6. (2) Reactant: Cl.[NH2:2][CH2:3][C:4]1[CH:5]=[C:6]2[C:10](=[CH:11][CH:12]=1)[C:9](=[O:13])[N:8]([CH:14]1[CH2:19][CH2:18][C:17](=[O:20])[NH:16][C:15]1=[O:21])[C:7]2=[O:22].[C:23](Cl)(=[O:28])[CH2:24][CH2:25][CH2:26][CH3:27].CCN(C(C)C)C(C)C. Product: [O:21]=[C:15]1[CH:14]([N:8]2[C:7](=[O:22])[C:6]3[C:10](=[CH:11][CH:12]=[C:4]([CH2:3][NH:2][C:23](=[O:28])[CH2:24][CH2:25][CH2:26][CH3:27])[CH:5]=3)[C:9]2=[O:13])[CH2:19][CH2:18][C:17](=[O:20])[NH:16]1. The catalyst class is: 23. (3) Reactant: [NH2:1][C@H:2]([C@@H:4]([OH:21])[CH2:5][C@@H:6]([OH:20])[CH2:7][CH2:8][CH2:9][CH2:10][CH2:11][CH2:12][CH2:13][CH2:14][CH2:15][CH2:16][CH2:17][CH2:18][CH3:19])[CH3:3].[C:22](Cl)(=[O:38])[CH2:23][CH2:24][CH2:25][CH2:26][CH2:27][CH2:28][CH2:29][CH2:30][CH2:31][CH2:32][CH2:33][CH2:34][CH2:35][CH2:36][CH3:37].C([O-])(=O)C.[Na+].C(Cl)(Cl)Cl. Product: [OH:21][C@@H:4]([CH2:5][C@@H:6]([OH:20])[CH2:7][CH2:8][CH2:9][CH2:10][CH2:11][CH2:12][CH2:13][CH2:14][CH2:15][CH2:16][CH2:17][CH2:18][CH3:19])[C@@H:2]([NH:1][C:22](=[O:38])[CH2:23][CH2:24][CH2:25][CH2:26][CH2:27][CH2:28][CH2:29][CH2:30][CH2:31][CH2:32][CH2:33][CH2:34][CH2:35][CH2:36][CH3:37])[CH3:3]. The catalyst class is: 559. (4) Reactant: C(N(CC)CC)C.C(Cl)(Cl)Cl.[NH2:12][C:13]1[C:14]([S:22][CH3:23])=[N:15][C:16]([CH3:21])=[CH:17][C:18]=1[S:19][CH3:20].[Br:24][CH2:25][C:26](Br)=[O:27]. Product: [Br:24][CH2:25][C:26]([NH:12][C:13]1[C:14]([S:22][CH3:23])=[N:15][C:16]([CH3:21])=[CH:17][C:18]=1[S:19][CH3:20])=[O:27]. The catalyst class is: 6.